Predict the product of the given reaction. From a dataset of Forward reaction prediction with 1.9M reactions from USPTO patents (1976-2016). (1) Given the reactants [NH:1]1[C:9]2[C:4](=[CH:5][CH:6]=[CH:7][CH:8]=2)[CH:3]=[CH:2]1.C([Mg]Br)C.O1CCCC1.[CH3:19][C:20]1([CH3:28])[C:22]([CH3:24])([CH3:23])[CH:21]1[C:25](Cl)=[O:26], predict the reaction product. The product is: [NH:1]1[C:9]2[C:4](=[CH:5][CH:6]=[CH:7][CH:8]=2)[C:3]([C:25]([CH:21]2[C:22]([CH3:24])([CH3:23])[C:20]2([CH3:28])[CH3:19])=[O:26])=[CH:2]1.[CH3:19][C:20]1([CH3:28])[C:22]([CH3:24])([CH3:23])[CH:21]1[C:25]([N:1]1[C:9]2[C:4](=[CH:5][CH:6]=[CH:7][CH:8]=2)[CH:3]=[CH:2]1)=[O:26]. (2) Given the reactants [CH2:1]([CH:4]1[CH2:9][CH2:8][N:7](C(OC(C)(C)C)=O)[CH2:6][CH2:5]1)[CH:2]=[CH2:3].Br[C:18]1[CH:25]=[CH:24][C:21]([C:22]#[N:23])=[CH:20][CH:19]=1.[ClH:26], predict the reaction product. The product is: [ClH:26].[C:22]([C:21]1[CH:24]=[CH:25][C:18]([CH2:3][CH2:2][CH2:1][CH:4]2[CH2:5][CH2:6][NH:7][CH2:8][CH2:9]2)=[CH:19][CH:20]=1)#[N:23]. (3) Given the reactants C[O:2][C:3](=O)[CH2:4][C:5]1[C:6]([CH:21]2[CH2:23][CH2:22]2)=[N:7][C:8]([C:11]2[CH:16]=[CH:15][C:14]([C:17]([F:20])([F:19])[F:18])=[CH:13][CH:12]=2)=[N:9][CH:10]=1.ClCC1C(C2CC2)=NC(C2C=CC(C(F)(F)F)=CC=2)=NC=1.CC(C[AlH]CC(C)C)C, predict the reaction product. The product is: [CH:21]1([C:6]2[C:5]([CH2:4][CH2:3][OH:2])=[CH:10][N:9]=[C:8]([C:11]3[CH:12]=[CH:13][C:14]([C:17]([F:19])([F:20])[F:18])=[CH:15][CH:16]=3)[N:7]=2)[CH2:23][CH2:22]1. (4) The product is: [Cl:1][C:2]1[CH:10]=[CH:9][C:5]([CH2:6][OH:7])=[C:4]([N+:11]([O-:13])=[O:12])[CH:3]=1. Given the reactants [Cl:1][C:2]1[CH:10]=[CH:9][C:5]([C:6](O)=[O:7])=[C:4]([N+:11]([O-:13])=[O:12])[CH:3]=1.O, predict the reaction product. (5) Given the reactants [F:1][C:2]1[CH:3]=[C:4]([CH:10]2[CH2:15][CH2:14][N:13]([C:16]([O:18][CH2:19][C:20]3[CH:25]=[CH:24][CH:23]=[CH:22][CH:21]=3)=[O:17])[CH2:12][CH:11]2[OH:26])[CH:5]=[CH:6][C:7]=1[O:8][CH3:9].Cl[CH2:28][C:29]1[CH:30]=[CH:31][C:32]2[O:37][CH2:36][C:35](=[O:38])[N:34]([CH2:39][CH2:40][CH2:41][O:42][CH3:43])[C:33]=2[CH:44]=1, predict the reaction product. The product is: [F:1][C:2]1[CH:3]=[C:4]([CH:10]2[CH2:15][CH2:14][N:13]([C:16]([O:18][CH2:19][C:20]3[CH:21]=[CH:22][CH:23]=[CH:24][CH:25]=3)=[O:17])[CH2:12][CH:11]2[O:26][CH2:28][C:29]2[CH:30]=[CH:31][C:32]3[O:37][CH2:36][C:35](=[O:38])[N:34]([CH2:39][CH2:40][CH2:41][O:42][CH3:43])[C:33]=3[CH:44]=2)[CH:5]=[CH:6][C:7]=1[O:8][CH3:9]. (6) Given the reactants F[C:2]1[CH:9]=[CH:8][C:7]([C:10]2[N:15]=[C:14]([NH:16][C:17]3[CH:22]=[CH:21][C:20]([N:23]4[CH2:28][CH2:27][N:26]([CH:29]5[CH2:32][O:31][CH2:30]5)[CH2:25][CH2:24]4)=[CH:19][CH:18]=3)[N:13]=[CH:12][N:11]=2)=[CH:6][C:3]=1[C:4]#[N:5].[O:33]1[CH2:38][CH2:37][CH:36]([NH2:39])[CH2:35][CH2:34]1, predict the reaction product. The product is: [O:31]1[CH2:30][CH:29]([N:26]2[CH2:25][CH2:24][N:23]([C:20]3[CH:21]=[CH:22][C:17]([NH:16][C:14]4[N:13]=[CH:12][N:11]=[C:10]([C:7]5[CH:8]=[CH:9][C:2]([NH:39][CH:36]6[CH2:37][CH2:38][O:33][CH2:34][CH2:35]6)=[C:3]([CH:6]=5)[C:4]#[N:5])[N:15]=4)=[CH:18][CH:19]=3)[CH2:28][CH2:27]2)[CH2:32]1. (7) Given the reactants C[O:2][C:3](=O)[C:4]1[CH:9]=[CH:8][C:7]([I:10])=[C:6]([N+:11]([O-:13])=[O:12])[CH:5]=1.[NH3:15], predict the reaction product. The product is: [I:10][C:7]1[CH:8]=[CH:9][C:4]([C:3]([NH2:15])=[O:2])=[CH:5][C:6]=1[N+:11]([O-:13])=[O:12].